Dataset: Reaction yield outcomes from USPTO patents with 853,638 reactions. Task: Predict the reaction yield, written as a fraction of the theoretical maximum amount of product (1.0 means a 100% yield; for example, 0.34 means a 34% yield). (1) The yield is 0.300. The product is [CH2:21]([S:26][C:2]1[N:6]=[CH:5][N:4]([CH2:7][O:8][CH2:9][CH2:10][Si:11]([CH3:14])([CH3:13])[CH3:12])[C:3]=1[C:15]1[CH:16]=[N:17][CH:18]=[CH:19][CH:20]=1)[CH2:22][CH2:23][CH2:24][CH3:25]. The reactants are Br[C:2]1[N:6]=[CH:5][N:4]([CH2:7][O:8][CH2:9][CH2:10][Si:11]([CH3:14])([CH3:13])[CH3:12])[C:3]=1[C:15]1[CH:16]=[N:17][CH:18]=[CH:19][CH:20]=1.[CH2:21]([SH:26])[CH2:22][CH2:23][CH2:24][CH3:25].C([O-])([O-])=O.[K+].[K+].CC1(C)C2C(=C(P(C3C=CC=CC=3)C3C=CC=CC=3)C=CC=2)OC2C(P(C3C=CC=CC=3)C3C=CC=CC=3)=CC=CC1=2. The catalyst is C(OCC)(=O)C.C1C=CC(/C=C/C(/C=C/C2C=CC=CC=2)=O)=CC=1.C1C=CC(/C=C/C(/C=C/C2C=CC=CC=2)=O)=CC=1.C1C=CC(/C=C/C(/C=C/C2C=CC=CC=2)=O)=CC=1.[Pd].[Pd].C1(C)C(C)=CC=CC=1. (2) The reactants are [CH2:1]([O:8][C@@H:9]1[C@@H:14]([O:15][CH2:16][C:17]2[CH:22]=[CH:21][CH:20]=[CH:19][CH:18]=2)[C@H:13]([O:23][CH2:24][C:25]2[CH:30]=[CH:29][CH:28]=[CH:27][CH:26]=2)[C@@H:12]([CH2:31][O:32][CH2:33][C:34]2[CH:39]=[CH:38][CH:37]=[CH:36][CH:35]=2)[O:11][CH:10]1[C:40]1[C:48]2[O:47][CH2:46][CH2:45][C:44]=2[C:43]([Cl:49])=[C:42]([CH2:50][O:51][Si](C(C)(C)C)(C2C=CC=CC=2)C2C=CC=CC=2)[CH:41]=1)[C:2]1[CH:7]=[CH:6][CH:5]=[CH:4][CH:3]=1.[F-].C([N+](CCCC)(CCCC)CCCC)CCC. The catalyst is C1COCC1. The product is [CH2:1]([O:8][C@@H:9]1[C@@H:14]([O:15][CH2:16][C:17]2[CH:22]=[CH:21][CH:20]=[CH:19][CH:18]=2)[C@H:13]([O:23][CH2:24][C:25]2[CH:30]=[CH:29][CH:28]=[CH:27][CH:26]=2)[C@@H:12]([CH2:31][O:32][CH2:33][C:34]2[CH:35]=[CH:36][CH:37]=[CH:38][CH:39]=2)[O:11][CH:10]1[C:40]1[C:48]2[O:47][CH2:46][CH2:45][C:44]=2[C:43]([Cl:49])=[C:42]([CH2:50][OH:51])[CH:41]=1)[C:2]1[CH:7]=[CH:6][CH:5]=[CH:4][CH:3]=1. The yield is 0.930. (3) The reactants are C(N(C(C)C)CC)(C)C.[F:10][C:11]([F:23])([F:22])[C:12]1[CH:13]=[C:14]([S:18](Cl)(=[O:20])=[O:19])[CH:15]=[CH:16][CH:17]=1.Cl.[CH:25]1([NH:28][C:29](=[O:42])[C:30]2[CH:35]=[CH:34][CH:33]=[C:32]([C:36]3[CH2:37][CH2:38][NH:39][CH2:40][CH:41]=3)[N:31]=2)[CH2:27][CH2:26]1. The catalyst is ClCCl. The product is [CH:25]1([NH:28][C:29]([C:30]2[N:31]=[C:32]([C:36]3[CH2:37][CH2:38][N:39]([S:18]([C:14]4[CH:15]=[CH:16][CH:17]=[C:12]([C:11]([F:23])([F:22])[F:10])[CH:13]=4)(=[O:20])=[O:19])[CH2:40][CH:41]=3)[CH:33]=[CH:34][CH:35]=2)=[O:42])[CH2:26][CH2:27]1. The yield is 0.640. (4) The reactants are [CH3:1][O:2][C:3]1[CH:4]=[C:5]([CH:15]=[CH:16][CH:17]=1)[C:6](=[NH:14])[NH:7][C:8]1[CH:13]=[CH:12][CH:11]=[CH:10][CH:9]=1.Cl[CH2:19][CH:20]=O.C(=O)(O)[O-].[Na+]. The catalyst is CC(O)C. The product is [CH3:1][O:2][C:3]1[CH:4]=[C:5]([C:6]2[N:7]([C:8]3[CH:13]=[CH:12][CH:11]=[CH:10][CH:9]=3)[CH:19]=[CH:20][N:14]=2)[CH:15]=[CH:16][CH:17]=1. The yield is 0.750.